From a dataset of Peptide-MHC class II binding affinity with 134,281 pairs from IEDB. Regression. Given a peptide amino acid sequence and an MHC pseudo amino acid sequence, predict their binding affinity value. This is MHC class II binding data. (1) The peptide sequence is VKQNTLKLATGMRNV. The MHC is DRB1_1101 with pseudo-sequence DRB1_1101. The binding affinity (normalized) is 0.555. (2) The peptide sequence is ATVATAPEVKYTVFETALKKAITAMS. The MHC is HLA-DQA10301-DQB10302 with pseudo-sequence HLA-DQA10301-DQB10302. The binding affinity (normalized) is 0.315. (3) The peptide sequence is KPGQPPRLLIYDASNRATGIPA. The MHC is DRB1_0402 with pseudo-sequence DRB1_0402. The binding affinity (normalized) is 0.473.